From a dataset of M1 muscarinic receptor agonist screen with 61,833 compounds. Binary Classification. Given a drug SMILES string, predict its activity (active/inactive) in a high-throughput screening assay against a specified biological target. (1) The molecule is O=C/1N(CCC=2CCCCC2)C(=O)NC(=O)C1=C\NCCN(CC)CC. The result is 0 (inactive). (2) The compound is Fc1ccc(c2n(c(NCc3ccc(cc3)C#N)nc2)C)cc1. The result is 0 (inactive). (3) The drug is O=C(NC1CC(N(C(C1)(C)C)C)(C)C)CCC(=O)NC1CC(N(C(C1)(C)C)C)(C)C. The result is 0 (inactive). (4) The molecule is FC(F)(F)c1n2nc(C(=O)N3CCCC3)cc2nc(c1)c1ccc(cc1)C. The result is 0 (inactive). (5) The molecule is FC(F)(F)c1cc(NC(=O)c2cccnc2)c(N2CCOCC2)cc1. The result is 0 (inactive). (6) The drug is s1\c(=N/C(=O)C2CC2)n(c2c1c(cc(c2)C)C)CC(OC)=O. The result is 0 (inactive). (7) The drug is OC1=C(C(N(CCc2c3c([nH]c2)cccc3)C1=O)c1cc(O)ccc1)C(=O)C. The result is 0 (inactive). (8) The compound is Brc1n(CCC(C)C)c2c(n(c(=O)n(c2=O)CC(=O)N)C)n1. The result is 0 (inactive). (9) The compound is o1nc(N\C=C\C(=O)c2ccc(OC)cc2)cc1C. The result is 0 (inactive).